Dataset: Peptide-MHC class I binding affinity with 185,985 pairs from IEDB/IMGT. Task: Regression. Given a peptide amino acid sequence and an MHC pseudo amino acid sequence, predict their binding affinity value. This is MHC class I binding data. The peptide sequence is IAARAVELL. The MHC is HLA-A68:02 with pseudo-sequence HLA-A68:02. The binding affinity (normalized) is 0.398.